Task: Regression. Given a peptide amino acid sequence and an MHC pseudo amino acid sequence, predict their binding affinity value. This is MHC class I binding data.. Dataset: Peptide-MHC class I binding affinity with 185,985 pairs from IEDB/IMGT (1) The peptide sequence is LCFWSAIFFT. The MHC is HLA-A02:02 with pseudo-sequence HLA-A02:02. The binding affinity (normalized) is 0.273. (2) The peptide sequence is RRWIQLGLQ. The MHC is Mamu-B03 with pseudo-sequence Mamu-B03. The binding affinity (normalized) is 0.568. (3) The peptide sequence is DTLKVCIGY. The MHC is HLA-B58:01 with pseudo-sequence HLA-B58:01. The binding affinity (normalized) is 0.0847. (4) The peptide sequence is TPGPGIRYPL. The MHC is HLA-A02:03 with pseudo-sequence HLA-A02:03. The binding affinity (normalized) is 0. (5) The peptide sequence is TVAHQVCPY. The MHC is HLA-B15:09 with pseudo-sequence HLA-B15:09. The binding affinity (normalized) is 0.0847. (6) The peptide sequence is CLIFLLVLL. The MHC is HLA-A02:03 with pseudo-sequence HLA-A02:03. The binding affinity (normalized) is 0.400.